From a dataset of Reaction yield outcomes from USPTO patents with 853,638 reactions. Predict the reaction yield, written as a fraction of the theoretical maximum amount of product (1.0 means a 100% yield; for example, 0.34 means a 34% yield). (1) The reactants are [NH:1]1[CH2:6][CH2:5][NH:4][CH2:3][CH2:2]1.C([N:14]1[CH2:19][CH2:18][C:17](=O)[CH2:16][CH2:15]1)(OC(C)(C)C)=O.[BH-](OC(C)=O)(OC(C)=O)OC(C)=O.[Na+].CC(O)=O. The catalyst is C(Cl)Cl. The product is [N:1]1([N:14]2[CH2:19][CH2:18][CH2:17][CH2:16][CH2:15]2)[CH2:6][CH2:5][NH:4][CH2:3][CH2:2]1. The yield is 0.750. (2) The reactants are [CH2:1]([N:4]1[C:12](=[O:13])[C:11]2[NH:10][C:9]([C:14]3[CH:15]=[N:16][N:17]([CH2:19][C:20]4[CH:25]=[CH:24][CH:23]=[C:22]([C:26]([F:29])([F:28])[F:27])[CH:21]=4)[CH:18]=3)=[N:8][C:7]=2[NH:6][C:5]1=O)[CH2:2][CH3:3].[NH4+].[Cl-:32]. The catalyst is O=P(Cl)(Cl)Cl. The product is [Cl:32][C:5]1[N:4]([CH2:1][CH2:2][CH3:3])[C:12](=[O:13])[C:11]2[NH:10][C:9]([C:14]3[CH:15]=[N:16][N:17]([CH2:19][C:20]4[CH:25]=[CH:24][CH:23]=[C:22]([C:26]([F:29])([F:28])[F:27])[CH:21]=4)[CH:18]=3)=[N:8][C:7]=2[N:6]=1. The yield is 0.580. (3) The reactants are [NH2:1][C:2]1[CH:11]=[C:10]([Cl:12])[CH:9]=[CH:8][C:3]=1[C:4]([O:6]C)=O.[C:13]([C:19]([O:21][CH3:22])=[O:20])#[C:14][C:15]([O:17][CH3:18])=[O:16].CC(C)([O-])C.[K+]. The catalyst is C(O)(C)(C)C. The product is [Cl:12][C:10]1[CH:11]=[C:2]2[C:3]([C:4]([OH:6])=[C:13]([C:19]([O:21][CH3:22])=[O:20])[C:14]([C:15]([O:17][CH3:18])=[O:16])=[N:1]2)=[CH:8][CH:9]=1. The yield is 0.470. (4) The reactants are [CH3:1][O:2][C:3](=[O:15])[C:4]1[CH:9]=[C:8](Br)[CH:7]=[C:6]([N+:11]([O-:13])=[O:12])[C:5]=1[NH2:14].[N:16]1[CH:21]=[CH:20][C:19](B(O)O)=[CH:18][CH:17]=1. The catalyst is COCCOC.C([O-])([O-])=O.[Na+].[Na+]. The product is [CH3:1][O:2][C:3](=[O:15])[C:4]1[CH:9]=[C:8]([C:19]2[CH:20]=[CH:21][N:16]=[CH:17][CH:18]=2)[CH:7]=[C:6]([N+:11]([O-:13])=[O:12])[C:5]=1[NH2:14]. The yield is 0.500. (5) The reactants are [Br:1][C:2]1[CH:11]=[C:10]2[C:5]([NH:6][C@@H:7]([CH3:21])[CH2:8][N:9]2[C:12]([C:14]2[CH:19]=[CH:18][CH:17]=[CH:16][C:15]=2[F:20])=O)=[CH:4][CH:3]=1.COC1C=CC(P2(=S)SP(C3C=CC(OC)=CC=3)(=S)[S:31]2)=CC=1. The catalyst is C1(C)C=CC=CC=1. The product is [Br:1][C:2]1[CH:11]=[C:10]2[C:5]([NH:6][C@@H:7]([CH3:21])[CH2:8][N:9]2[C:12]([C:14]2[CH:19]=[CH:18][CH:17]=[CH:16][C:15]=2[F:20])=[S:31])=[CH:4][CH:3]=1. The yield is 0.800.